Predict which catalyst facilitates the given reaction. From a dataset of Catalyst prediction with 721,799 reactions and 888 catalyst types from USPTO. Reactant: [NH2:1][C:2]1[C:3]([C:9]([O:11]CC)=O)=[N:4][C:5]([Br:8])=[CH:6][CH:7]=1.[CH2:14]([NH2:16])[CH3:15].C1COCC1. Product: [NH2:1][C:2]1[C:3]([C:9]([NH:16][CH2:14][CH3:15])=[O:11])=[N:4][C:5]([Br:8])=[CH:6][CH:7]=1. The catalyst class is: 8.